This data is from Forward reaction prediction with 1.9M reactions from USPTO patents (1976-2016). The task is: Predict the product of the given reaction. (1) The product is: [CH2:1]([O:3][C:4]([C:6]1[C:7]([O:23][C:24](=[O:26])[CH3:25])=[C:8]2[C:16]([Br:34])=[CH:15][N:14]([C:17]3[CH:18]=[CH:19][CH:20]=[CH:21][CH:22]=3)[C:9]2=[C:10]([C:12]#[N:13])[N:11]=1)=[O:5])[CH3:2]. Given the reactants [CH2:1]([O:3][C:4]([C:6]1[C:7]([O:23][C:24](=[O:26])[CH3:25])=[C:8]2[CH:16]=[CH:15][N:14]([C:17]3[CH:22]=[CH:21][CH:20]=[CH:19][CH:18]=3)[C:9]2=[C:10]([C:12]#[N:13])[N:11]=1)=[O:5])[CH3:2].C1C(=O)N([Br:34])C(=O)C1.C(OOC(C1C=CC=CC=1)=O)(C1C=CC=CC=1)=O, predict the reaction product. (2) The product is: [CH2:2]([C:4]1[S:24][C:7]2[N:8]=[C:9]([S:18][CH2:19][C:20]([O:22][CH3:23])=[O:21])[N:10]=[C:11]([N:12]3[CH2:17][CH2:16][N:15]([C:39](=[O:50])[C:38]4[CH:41]=[CH:42][CH:43]=[C:36]([C:35]([F:45])([F:44])[F:34])[CH:37]=4)[CH2:14][CH2:13]3)[C:6]=2[CH:5]=1)[CH3:3]. Given the reactants Cl.[CH2:2]([C:4]1[S:24][C:7]2[N:8]=[C:9]([S:18][CH2:19][C:20]([O:22][CH3:23])=[O:21])[N:10]=[C:11]([N:12]3[CH2:17][CH2:16][NH:15][CH2:14][CH2:13]3)[C:6]=2[CH:5]=1)[CH3:3].C(N(C(C)C)CC)(C)C.[F:34][C:35]([F:45])([F:44])[C:36]1[CH:37]=[C:38]([CH:41]=[CH:42][CH:43]=1)[CH2:39]Cl.CN(C=[O:50])C, predict the reaction product. (3) Given the reactants C(OC([N:8]1[C:13]2([CH2:19][O:18][CH2:17][CH2:16][O:15][CH2:14]2)[C:12](=[O:20])[N:11]([CH2:21][C:22]([OH:24])=O)[CH:10]([C:25]2[CH:30]=[CH:29][C:28]([F:31])=[CH:27][CH:26]=2)[CH2:9]1)=O)(C)(C)C.CN(C(ON1N=NC2C=CC=NC1=2)=[N+](C)C)C.F[P-](F)(F)(F)(F)F.[NH2:56][C:57]1[CH:58]=[C:59]2[C:72](=[CH:73][CH:74]=1)[CH2:71][C@@:61]1([C:69]3[C:64](=[N:65][CH:66]=[CH:67][CH:68]=3)[NH:63][C:62]1=[O:70])[CH2:60]2, predict the reaction product. The product is: [F:31][C:28]1[CH:29]=[CH:30][C:25]([CH:10]2[N:11]([CH2:21][C:22]([NH:56][C:57]3[CH:58]=[C:59]4[C:72](=[CH:73][CH:74]=3)[CH2:71][C@:61]3([C:69]5[C:64](=[N:65][CH:66]=[CH:67][CH:68]=5)[NH:63][C:62]3=[O:70])[CH2:60]4)=[O:24])[C:12](=[O:20])[C:13]3([CH2:19][O:18][CH2:17][CH2:16][O:15][CH2:14]3)[NH:8][CH2:9]2)=[CH:26][CH:27]=1. (4) Given the reactants [CH3:1][C:2]1[CH:10]=[C:9]2[C:5]([CH:6]=[N:7][NH:8]2)=[CH:4][C:3]=1[N+:11]([O-:13])=[O:12].ClC1[C:16](=[O:27])[C:17](C#N)=[C:18](C#N)[C:19](=O)[C:20]=1Cl.O1C=CCCC1, predict the reaction product. The product is: [CH3:1][C:2]1[CH:10]=[C:9]2[C:5]([CH:6]=[N:7][N:8]2[CH:16]2[CH2:17][CH2:18][CH2:19][CH2:20][O:27]2)=[CH:4][C:3]=1[N+:11]([O-:13])=[O:12]. (5) The product is: [Br:1][C:8]1[S:7][C:16]2[CH2:15][CH2:14][C:13]3[CH:17]=[CH:18][CH:19]=[CH:20][C:12]=3[C:11](=[O:21])[C:10]=2[CH:9]=1. Given the reactants [Br:1]Br.C(Cl)(Cl)Cl.[S:7]1[C:16]2[CH2:15][CH2:14][C:13]3[CH:17]=[CH:18][CH:19]=[CH:20][C:12]=3[C:11](=[O:21])[C:10]=2[CH:9]=[CH:8]1, predict the reaction product. (6) Given the reactants [C:1](OC(=O)C)(=O)C.[F:8][C:9]1[CH:14]=[CH:13][CH:12]=[C:11]([F:15])[C:10]=1[CH2:16][O:17][C:18]([C:27]1[CH:32]=[CH:31][C:30]([CH2:33][S:34]([C:37]2[CH:42]=[CH:41][C:40]([F:43])=[CH:39][CH:38]=2)(=[O:36])=[O:35])=[CH:29][CH:28]=1)([C:23]([F:26])([F:25])[F:24])[C:19]([F:22])([F:21])[F:20].CN(C)CN(C)C, predict the reaction product. The product is: [F:8][C:9]1[CH:14]=[CH:13][CH:12]=[C:11]([F:15])[C:10]=1[CH2:16][O:17][C:18]([C:27]1[CH:32]=[CH:31][C:30]([C:33]([S:34]([C:37]2[CH:42]=[CH:41][C:40]([F:43])=[CH:39][CH:38]=2)(=[O:36])=[O:35])=[CH2:1])=[CH:29][CH:28]=1)([C:23]([F:24])([F:25])[F:26])[C:19]([F:21])([F:22])[F:20].